Dataset: Full USPTO retrosynthesis dataset with 1.9M reactions from patents (1976-2016). Task: Predict the reactants needed to synthesize the given product. (1) Given the product [F:13][C:2]([F:1])([F:12])[C:3]1[N:4]=[CH:5][C:6]([CH2:9][OH:10])=[CH:7][N:8]=1, predict the reactants needed to synthesize it. The reactants are: [F:1][C:2]([F:13])([F:12])[C:3]1[N:8]=[CH:7][C:6]([C:9](O)=[O:10])=[CH:5][N:4]=1.CN1CCOCC1.C(OC(Cl)=O)C(C)C.[BH4-].[Na+].[Na].C(C(C(C([O-])=O)O)O)([O-])=O.[K+].[K+]. (2) Given the product [F:72][C:69]1[CH:70]=[CH:71][C:66]([C:51]2[C:50]3[C:55](=[CH:56][CH:57]=[C:48]([N:79]4[CH2:84][CH2:83][CH2:82][CH2:81][CH2:80]4)[CH:49]=3)[N:54]=[C:53]([CH3:58])[C:52]=2[C:59]([O:61][C:62]([CH3:64])([CH3:63])[CH3:65])=[O:60])=[CH:67][CH:68]=1, predict the reactants needed to synthesize it. The reactants are: C1(P(C2C=CC=CC=2)C2(P(C3C=CC=CC=3)C3C=CC=CC=3)CC=C3C(C=CC=C3)=C2C2C3C(=CC=CC=3)C=CC=2)C=CC=CC=1.Br[C:48]1[CH:49]=[C:50]2[C:55](=[CH:56][CH:57]=1)[N:54]=[C:53]([CH3:58])[C:52]([C:59]([O:61][C:62]([CH3:65])([CH3:64])[CH3:63])=[O:60])=[C:51]2[C:66]1[CH:71]=[CH:70][C:69]([F:72])=[CH:68][CH:67]=1.CC(C)([O-])C.[K+].[NH:79]1[CH2:84][CH2:83][CH2:82][CH2:81][CH2:80]1.